This data is from Peptide-MHC class II binding affinity with 134,281 pairs from IEDB. The task is: Regression. Given a peptide amino acid sequence and an MHC pseudo amino acid sequence, predict their binding affinity value. This is MHC class II binding data. (1) The peptide sequence is IYSKYGGTEIKYNGE. The MHC is DRB4_0101 with pseudo-sequence DRB4_0103. The binding affinity (normalized) is 0. (2) The peptide sequence is LSEFGKAKGSRAIWY. The MHC is DRB5_0101 with pseudo-sequence DRB5_0101. The binding affinity (normalized) is 0.872. (3) The binding affinity (normalized) is 0.763. The peptide sequence is MLFRILSLNLIKIK. The MHC is DRB1_1101 with pseudo-sequence DRB1_1101. (4) The peptide sequence is IFKISKTVSEGAVDI. The MHC is DRB1_1101 with pseudo-sequence DRB1_1101. The binding affinity (normalized) is 0.309. (5) The peptide sequence is KEAFHGLDVKFHTQA. The MHC is DRB1_0901 with pseudo-sequence DRB1_0901. The binding affinity (normalized) is 0.465.